Dataset: Peptide-MHC class II binding affinity with 134,281 pairs from IEDB. Task: Regression. Given a peptide amino acid sequence and an MHC pseudo amino acid sequence, predict their binding affinity value. This is MHC class II binding data. (1) The peptide sequence is EKKYFAATQIEPLAA. The MHC is HLA-DPA10103-DPB10401 with pseudo-sequence HLA-DPA10103-DPB10401. The binding affinity (normalized) is 0.801. (2) The peptide sequence is EKKYFAATQFEPGAA. The MHC is DRB1_0101 with pseudo-sequence DRB1_0101. The binding affinity (normalized) is 0.379. (3) The peptide sequence is GNPGEPGEPGVSGPMG. The MHC is HLA-DQA10302-DQB10401 with pseudo-sequence HLA-DQA10303-DQB10402. The binding affinity (normalized) is 0. (4) The peptide sequence is AFKSAATAANAAPAN. The MHC is DRB1_0802 with pseudo-sequence DRB1_0802. The binding affinity (normalized) is 0.458. (5) The peptide sequence is VLTRLEAWLTEHGCN. The MHC is DRB4_0103 with pseudo-sequence DRB4_0103. The binding affinity (normalized) is 0.525. (6) The peptide sequence is ASIIRLVGAVLAEQH. The MHC is HLA-DPA10103-DPB10301 with pseudo-sequence HLA-DPA10103-DPB10301. The binding affinity (normalized) is 0.635.